Dataset: Forward reaction prediction with 1.9M reactions from USPTO patents (1976-2016). Task: Predict the product of the given reaction. Given the reactants [Cl:1][C:2]1[CH:7]=[CH:6][CH:5]=[CH:4][C:3]=1[N:8]([CH3:36])[C:9]([C:11]1[S:35][C:14]2[C:15]3[CH:23]=[CH:22][C:21]([C:24]4[CH:25]=[C:26]([CH2:30][C:31]([O:33]C)=[O:32])[CH:27]=[CH:28][CH:29]=4)=[CH:20][C:16]=3[O:17][CH2:18][CH2:19][C:13]=2[CH:12]=1)=[O:10].[OH-].[Li+], predict the reaction product. The product is: [Cl:1][C:2]1[CH:7]=[CH:6][CH:5]=[CH:4][C:3]=1[N:8]([CH3:36])[C:9]([C:11]1[S:35][C:14]2[C:15]3[CH:23]=[CH:22][C:21]([C:24]4[CH:25]=[C:26]([CH2:30][C:31]([OH:33])=[O:32])[CH:27]=[CH:28][CH:29]=4)=[CH:20][C:16]=3[O:17][CH2:18][CH2:19][C:13]=2[CH:12]=1)=[O:10].